This data is from Catalyst prediction with 721,799 reactions and 888 catalyst types from USPTO. The task is: Predict which catalyst facilitates the given reaction. (1) Reactant: [F:1][C:2]1[CH:11]=[CH:10][C:5]([C:6]([O:8][CH3:9])=[O:7])=[C:4]([O:12][CH3:13])[CH:3]=1.[N+:14]([O-])([O-:16])=[O:15].[K+]. Product: [F:1][C:2]1[C:11]([N+:14]([O-:16])=[O:15])=[CH:10][C:5]([C:6]([O:8][CH3:9])=[O:7])=[C:4]([O:12][CH3:13])[CH:3]=1. The catalyst class is: 65. (2) Reactant: [Br:1][C:2]1[CH:3]=[CH:4][C:5]([CH:8]=[CH:9][CH2:10][OH:11])=[N:6][CH:7]=1.[CH2:12](N(CC)CC)[CH3:13].CS(Cl)(=O)=O. Product: [Br:1][C:2]1[CH:3]=[CH:4][C:5]([CH:8]=[CH:9][CH2:10][O:11][CH2:12][CH3:13])=[N:6][CH:7]=1. The catalyst class is: 7. (3) Reactant: [NH2:1][C:2]1[C:12]([C:13]#[N:14])=[CH:11][C:5]([C:6]([O:8]CC)=[O:7])=[C:4]([OH:15])[CH:3]=1.[OH-].[Na+].Cl. Product: [NH2:1][C:2]1[C:12]([C:13]#[N:14])=[CH:11][C:5]([C:6]([OH:8])=[O:7])=[C:4]([OH:15])[CH:3]=1. The catalyst class is: 6. (4) Reactant: [CH3:1][N:2]1[CH2:7][CH:6]=[C:5]([C:8]2[CH:9]=[N:10][N:11]3[C:16]([C:17]4[CH:18]=[C:19]([NH:23][C:24](=[O:35])[C:25]5[CH:30]=[CH:29][CH:28]=[C:27]([C:31]([F:34])([F:33])[F:32])[CH:26]=5)[CH:20]=[CH:21][CH:22]=4)=[CH:15][CH:14]=[N:13][C:12]=23)[CH2:4][CH2:3]1. Product: [CH3:1][N:2]1[CH2:3][CH2:4][CH:5]([C:8]2[CH:9]=[N:10][N:11]3[C:16]([C:17]4[CH:18]=[C:19]([NH:23][C:24](=[O:35])[C:25]5[CH:30]=[CH:29][CH:28]=[C:27]([C:31]([F:32])([F:34])[F:33])[CH:26]=5)[CH:20]=[CH:21][CH:22]=4)=[CH:15][CH:14]=[N:13][C:12]=23)[CH2:6][CH2:7]1. The catalyst class is: 63.